From a dataset of Reaction yield outcomes from USPTO patents with 853,638 reactions. Predict the reaction yield, written as a fraction of the theoretical maximum amount of product (1.0 means a 100% yield; for example, 0.34 means a 34% yield). (1) The yield is 0.900. The catalyst is ClC(Cl)C. The reactants are [Cl:1][C:2]1[CH:8]=[C:7]([CH3:9])[CH:6]=[C:5]([CH3:10])[C:3]=1[NH2:4].[Cl:11][CH2:12][C:13](O[C:13](=[O:14])[CH2:12][Cl:11])=[O:14]. The product is [Cl:11][CH2:12][C:13]([NH:4][C:3]1[C:5]([CH3:10])=[CH:6][C:7]([CH3:9])=[CH:8][C:2]=1[Cl:1])=[O:14]. (2) The reactants are [C:1]12([O:8][C:7]3[CH:9]=[CH:10][C:11]([C:13]4([C:16]([O:18]C)=[O:17])[CH2:15][CH2:14]4)=[CH:12][C:6]=3[O:5]1)[CH2:4][CH2:3][CH2:2]2.[Li+].[OH-].Cl. The catalyst is C1COCC1.O. The product is [C:1]12([O:8][C:7]3[CH:9]=[CH:10][C:11]([C:13]4([C:16]([OH:18])=[O:17])[CH2:15][CH2:14]4)=[CH:12][C:6]=3[O:5]1)[CH2:2][CH2:3][CH2:4]2. The yield is 0.590. (3) The reactants are Cl[C:2]1[CH:3]=[CH:4][C:5]2[N:6]([C:8]([C:29]3[CH:34]=[CH:33][CH:32]=[CH:31][CH:30]=3)=[C:9]([C:11]3[CH:16]=[CH:15][C:14]([C:17]4([NH:21]C(=O)OC(C)(C)C)[CH2:20][CH2:19][CH2:18]4)=[CH:13][CH:12]=3)[N:10]=2)[N:7]=1.[OH-].[K+].[CH2:37]([OH:39])[CH3:38]. No catalyst specified. The product is [CH2:37]([O:39][C:2]1[CH:3]=[CH:4][C:5]2[N:6]([C:8]([C:29]3[CH:30]=[CH:31][CH:32]=[CH:33][CH:34]=3)=[C:9]([C:11]3[CH:16]=[CH:15][C:14]([C:17]4([NH2:21])[CH2:18][CH2:19][CH2:20]4)=[CH:13][CH:12]=3)[N:10]=2)[N:7]=1)[CH3:38]. The yield is 0.420. (4) The reactants are C([O:8][NH:9][C:10](=[O:33])[C@:11]([N:17]([C:19]([C:21]1[CH:26]=[CH:25][C:24]([C:27]2[CH:32]=[CH:31][CH:30]=[CH:29][CH:28]=2)=[CH:23][CH:22]=1)=[O:20])[CH3:18])([CH3:16])[C:12]([NH:14][CH3:15])=[O:13])C1C=CC=CC=1.[H][H]. The catalyst is [Pd].CO. The product is [C:24]1([C:27]2[CH:28]=[CH:29][CH:30]=[CH:31][CH:32]=2)[CH:23]=[CH:22][C:21]([C:19]([N:17]([CH3:18])[C@@:11]([CH3:16])([C:12]([NH:14][CH3:15])=[O:13])[C:10]([NH:9][OH:8])=[O:33])=[O:20])=[CH:26][CH:25]=1. The yield is 0.270. (5) The reactants are COC1C=C(OC)C=CC=1C[N:6]([C:32]1[CH:37]=[CH:36][N:35]=[CH:34][N:33]=1)[S:7]([C:10]1[CH:15]=[CH:14][C:13]([O:16][C@H:17]2[CH2:22][CH2:21][CH2:20][CH2:19][C@@H:18]2[C:23]2[N:27]([CH2:28][CH3:29])[N:26]=[CH:25][CH:24]=2)=[C:12]([F:30])[C:11]=1[F:31])(=[O:9])=[O:8].C([SiH](CC)CC)C.FC(F)(F)C(O)=O. The catalyst is ClCCl. The product is [CH2:28]([N:27]1[C:23]([C@H:18]2[CH2:19][CH2:20][CH2:21][CH2:22][C@@H:17]2[O:16][C:13]2[CH:14]=[CH:15][C:10]([S:7]([NH:6][C:32]3[CH:37]=[CH:36][N:35]=[CH:34][N:33]=3)(=[O:8])=[O:9])=[C:11]([F:31])[C:12]=2[F:30])=[CH:24][CH:25]=[N:26]1)[CH3:29]. The yield is 0.820. (6) The reactants are [NH2:1][C:2]1[N:7]=[CH:6][C:5](Br)=[CH:4][N:3]=1.[CH3:9][N:10]([CH2:15][C:16]1[C:24]2[C:19](=[N:20][CH:21]=[CH:22][CH:23]=2)[N:18]([CH3:25])[CH:17]=1)[C:11](=[O:14])[CH:12]=[CH2:13].CC1C=CC=CC=1P(C1C=CC=CC=1C)C1C=CC=CC=1C.CCN(C(C)C)C(C)C. The catalyst is C(#N)CC.CC([O-])=O.CC([O-])=O.[Pd+2]. The product is [NH2:1][C:2]1[N:7]=[CH:6][C:5](/[CH:13]=[CH:12]/[C:11]([N:10]([CH3:9])[CH2:15][C:16]2[C:24]3[C:19](=[N:20][CH:21]=[CH:22][CH:23]=3)[N:18]([CH3:25])[CH:17]=2)=[O:14])=[CH:4][N:3]=1. The yield is 0.180.